From a dataset of Peptide-MHC class I binding affinity with 185,985 pairs from IEDB/IMGT. Regression. Given a peptide amino acid sequence and an MHC pseudo amino acid sequence, predict their binding affinity value. This is MHC class I binding data. (1) The peptide sequence is RFKRTSFFL. The MHC is HLA-A02:01 with pseudo-sequence HLA-A02:01. The binding affinity (normalized) is 0. (2) The peptide sequence is IFAFIDFSK. The MHC is HLA-A03:01 with pseudo-sequence HLA-A03:01. The binding affinity (normalized) is 0.597. (3) The peptide sequence is YTPEQWWPF. The MHC is HLA-B83:01 with pseudo-sequence HLA-B83:01. The binding affinity (normalized) is 0.213. (4) The peptide sequence is GYKVAPAAL. The MHC is H-2-Kd with pseudo-sequence H-2-Kd. The binding affinity (normalized) is 0.348.